Dataset: Catalyst prediction with 721,799 reactions and 888 catalyst types from USPTO. Task: Predict which catalyst facilitates the given reaction. (1) Reactant: [CH3:1][C:2]1[N:7]([C:8]2[CH:13]=[CH:12][CH:11]=[C:10]([C:14]([F:17])([F:16])[F:15])[CH:9]=2)[C:6](=[O:18])[C:5]([C:19]([NH:21][CH2:22][C:23]2[CH:28]=[CH:27][C:26]([S:29]([CH3:32])(=[O:31])=[O:30])=[CH:25][CH:24]=2)=[O:20])=[CH:4][CH:3]=1.FC(F)(F)S(O)(=O)=O.[I:41]N1C(=O)CCC1=O. Product: [I:41][C:3]1[CH:4]=[C:5]([C:19]([NH:21][CH2:22][C:23]2[CH:24]=[CH:25][C:26]([S:29]([CH3:32])(=[O:31])=[O:30])=[CH:27][CH:28]=2)=[O:20])[C:6](=[O:18])[N:7]([C:8]2[CH:13]=[CH:12][CH:11]=[C:10]([C:14]([F:17])([F:15])[F:16])[CH:9]=2)[C:2]=1[CH3:1]. The catalyst class is: 496. (2) Reactant: [NH:1]1[CH2:5][CH2:4][CH2:3][CH:2]1[CH2:6][CH2:7][CH2:8][C:9]([OH:11])=[O:10].[Br:12][C:13]1[CH:14]=[N:15][C:16](Cl)=[C:17]([CH:20]=1)[CH:18]=[O:19].[C:22](=O)([O-])[O-].[Na+].[Na+].Cl. Product: [Br:12][C:13]1[CH:20]=[C:17]([CH:18]=[O:19])[C:16]([N:1]2[CH2:5][CH2:4][CH2:3][CH:2]2[CH2:6][CH2:7][CH2:8][C:9]([O:11][CH3:22])=[O:10])=[N:15][CH:14]=1. The catalyst class is: 374. (3) Reactant: [CH:1]1[C:6]([C@H:7]([NH2:11])[C:8]([OH:10])=[O:9])=[CH:5][CH:4]=[C:3]([OH:12])[CH:2]=1.C(=O)([O-])O.[Na+].[C:18](O[C:18]([O:20][C:21]([CH3:24])([CH3:23])[CH3:22])=[O:19])([O:20][C:21]([CH3:24])([CH3:23])[CH3:22])=[O:19]. Product: [C:21]([O:20][C:18]([NH:11][C@@H:7]([C:6]1[CH:5]=[CH:4][C:3]([OH:12])=[CH:2][CH:1]=1)[C:8]([OH:10])=[O:9])=[O:19])([CH3:24])([CH3:23])[CH3:22]. The catalyst class is: 38. (4) Reactant: [NH:1]1[C:9]2[C:4](=[CH:5][C:6]([C:10]([O:12][CH3:13])=[O:11])=[CH:7][CH:8]=2)[CH:3]=[CH:2]1.[C:14](=O)([O:25]C1C=CC([N+]([O-])=O)=CC=1)[O:15][C:16]1[CH:21]=[CH:20][C:19]([N+:22]([O-:24])=[O:23])=[CH:18][CH:17]=1.[H-].[Na+].CC(O)=O. Product: [N:1]1([C:14]([O:15][C:16]2[CH:17]=[CH:18][C:19]([N+:22]([O-:24])=[O:23])=[CH:20][CH:21]=2)=[O:25])[C:9]2[C:4](=[CH:5][C:6]([C:10]([O:12][CH3:13])=[O:11])=[CH:7][CH:8]=2)[CH:3]=[CH:2]1. The catalyst class is: 36. (5) Reactant: [N:1]1([C:7](=[NH:9])[NH2:8])[CH2:6][CH2:5][CH2:4][CH2:3][CH2:2]1.[CH:10]([C:25](OCC)=[O:26])([C:20](OCC)=[O:21])[CH:11]([C:15]([O:17]CC)=[O:16])[CH2:12][CH2:13][CH3:14].C[O-].[Na+]. Product: [OH:21][C:20]1[C:10]([CH:11]([CH2:12][CH2:13][CH3:14])[C:15]([OH:17])=[O:16])=[C:25]([OH:26])[N:8]=[C:7]([N:1]2[CH2:6][CH2:5][CH2:4][CH2:3][CH2:2]2)[N:9]=1. The catalyst class is: 5. (6) Reactant: [Br:1][C:2]1[CH:7]=[CH:6][C:5]([CH2:8][OH:9])=[CH:4][C:3]=1[F:10].N1C=CN=C1.[CH:16]([Si:19](Cl)([CH:23]([CH3:25])[CH3:24])[CH:20]([CH3:22])[CH3:21])([CH3:18])[CH3:17]. Product: [Br:1][C:2]1[CH:7]=[CH:6][C:5]([CH2:8][O:9][Si:19]([CH:23]([CH3:25])[CH3:24])([CH:20]([CH3:22])[CH3:21])[CH:16]([CH3:18])[CH3:17])=[CH:4][C:3]=1[F:10]. The catalyst class is: 3.